Dataset: Full USPTO retrosynthesis dataset with 1.9M reactions from patents (1976-2016). Task: Predict the reactants needed to synthesize the given product. (1) Given the product [C:1]([O:5][C:6](=[O:27])[NH:7][C:8]1[CH:13]=[CH:12][CH:11]=[CH:10][C:9]=1[NH:14][C:15]([C:17]1[S:21][C:20]2[CH:22]=[CH:23][C:24]([O:26][CH2:36][C:37]3[CH:42]=[CH:41][CH:40]=[CH:39][N:38]=3)=[CH:25][C:19]=2[CH:18]=1)=[O:16])([CH3:4])([CH3:2])[CH3:3], predict the reactants needed to synthesize it. The reactants are: [C:1]([O:5][C:6](=[O:27])[NH:7][C:8]1[CH:13]=[CH:12][CH:11]=[CH:10][C:9]=1[NH:14][C:15]([C:17]1[S:21][C:20]2[CH:22]=[CH:23][C:24]([OH:26])=[CH:25][C:19]=2[CH:18]=1)=[O:16])([CH3:4])([CH3:3])[CH3:2].C(=O)([O-])[O-].[K+].[K+].Br.Br[CH2:36][C:37]1[CH:42]=[CH:41][CH:40]=[CH:39][N:38]=1. (2) Given the product [C:18]([C:22]1[CH:23]=[C:24]([NH:43][C:44]([NH:46][C@@H:47]2[C:56]3[C:51](=[CH:52][CH:53]=[CH:54][CH:55]=3)[C@H:50]([O:57][C:58]3[CH:59]=[CH:60][C:61]4[N:62]([C:64]([N:67]5[CH2:72][CH2:71][CH2:70][CH2:69][CH2:68]5)=[N:65][N:66]=4)[CH:63]=3)[CH2:49][CH2:48]2)=[O:45])[N:25]([C:27]2[CH:32]=[CH:31][CH:30]=[C:29]([O:33][CH2:34][CH2:35][OH:36])[CH:28]=2)[N:26]=1)([CH3:21])([CH3:19])[CH3:20], predict the reactants needed to synthesize it. The reactants are: C1(C)C=CC(S([O-])(=O)=O)=CC=1.[NH+]1C=CC=CC=1.[C:18]([C:22]1[CH:23]=[C:24]([NH:43][C:44]([NH:46][C@@H:47]2[C:56]3[C:51](=[CH:52][CH:53]=[CH:54][CH:55]=3)[C@H:50]([O:57][C:58]3[CH:59]=[CH:60][C:61]4[N:62]([C:64]([N:67]5[CH2:72][CH2:71][CH2:70][CH2:69][CH2:68]5)=[N:65][N:66]=4)[CH:63]=3)[CH2:49][CH2:48]2)=[O:45])[N:25]([C:27]2[CH:32]=[CH:31][CH:30]=[C:29]([O:33][CH2:34][CH2:35][O:36]C3CCCCO3)[CH:28]=2)[N:26]=1)([CH3:21])([CH3:20])[CH3:19]. (3) Given the product [Br:1][C:2]1[CH:3]=[C:4]2[C:9](=[CH:10][CH:11]=1)[N:8]=[C:7]([NH:12][CH2:17][CH2:16][CH2:15][N:14]([CH3:19])[CH3:13])[N:6]=[CH:5]2, predict the reactants needed to synthesize it. The reactants are: [Br:1][C:2]1[CH:3]=[C:4]2[C:9](=[CH:10][CH:11]=1)[N:8]=[C:7]([NH2:12])[N:6]=[CH:5]2.[CH3:13][N:14]([CH3:19])[CH2:15][CH2:16][CH2:17]N.O.C1(C)C=CC(S(O)(=O)=O)=CC=1. (4) Given the product [O:1]1[C:5]2[CH:6]=[CH:7][C:8]([CH2:10][CH:11]3[CH2:16][NH:15][CH2:14][CH2:13][N:12]3[C:18]([O:20][C:21]([CH3:24])([CH3:23])[CH3:22])=[O:19])=[CH:9][C:4]=2[O:3][CH2:2]1, predict the reactants needed to synthesize it. The reactants are: [O:1]1[C:5]2[CH:6]=[CH:7][C:8]([CH2:10][CH:11]3[C:16](=O)[NH:15][CH2:14][CH2:13][N:12]3[C:18]([O:20][C:21]([CH3:24])([CH3:23])[CH3:22])=[O:19])=[CH:9][C:4]=2[O:3][CH2:2]1.[H-].[Al+3].[Li+].[H-].[H-].[H-].[OH-].[K+]. (5) Given the product [Cl:29][C:27]1[C:28]2[C:20]([C:17]3[CH:16]=[CH:15][C:3]([O:4][Si:5]([CH:6]([CH3:7])[CH3:8])([CH:12]([CH3:13])[CH3:14])[CH:9]([CH3:10])[CH3:11])=[C:2]([Cl:1])[C:18]=3[CH3:19])=[C:21]([C:38](=[O:40])[CH3:39])[S:22][C:23]=2[N:24]=[CH:25][N:26]=1, predict the reactants needed to synthesize it. The reactants are: [Cl:1][C:2]1[C:18]([CH3:19])=[C:17]([C:20]2[C:28]3[C:27]([Cl:29])=[N:26][CH:25]=[N:24][C:23]=3[S:22][CH:21]=2)[CH:16]=[CH:15][C:3]=1[O:4][Si:5]([CH:12]([CH3:14])[CH3:13])([CH:9]([CH3:11])[CH3:10])[CH:6]([CH3:8])[CH3:7].C([N-]C(C)C)(C)C.[Li+].[C:38](OC(=O)C)(=[O:40])[CH3:39].[NH4+].[Cl-]. (6) Given the product [Cl:1][C:2]1[CH:7]=[CH:6][C:5]([N:8]2[CH2:9][CH2:10][CH:11]([C:14]([N:21]([O:22][CH3:23])[CH3:20])=[O:16])[CH2:12][CH2:13]2)=[CH:4][C:3]=1[O:17][CH3:18], predict the reactants needed to synthesize it. The reactants are: [Cl:1][C:2]1[CH:7]=[CH:6][C:5]([N:8]2[CH2:13][CH2:12][CH:11]([C:14]([OH:16])=O)[CH2:10][CH2:9]2)=[CH:4][C:3]=1[O:17][CH3:18].Cl.[CH3:20][NH:21][O:22][CH3:23].Cl.C(N=C=NCCCN(C)C)C.C(N(CC)C(C)C)(C)C. (7) Given the product [Br-:43].[OH:42][C:36]1[C:37]([CH3:41])=[CH:38][C:39]([S+:25]2[C:24]3[CH:23]=[CH:22][CH:21]=[CH:20][C:28]=3[C:27]3[CH:29]=[CH:30][CH:31]=[CH:32][C:26]2=3)=[CH:40][C:35]=1[CH3:34], predict the reactants needed to synthesize it. The reactants are: CS(O)(=O)=O.O=P12OP3(OP(OP(O3)(O1)=O)(=O)O2)=O.[CH:20]1[C:28]2[C:27]3[CH:29]=[CH:30][CH:31]=[CH:32][C:26]=3[S:25](=O)[C:24]=2[CH:23]=[CH:22][CH:21]=1.[CH3:34][C:35]1[CH:40]=[CH:39][CH:38]=[C:37]([CH3:41])[C:36]=1[OH:42].[Br-:43].[K+].